This data is from Catalyst prediction with 721,799 reactions and 888 catalyst types from USPTO. The task is: Predict which catalyst facilitates the given reaction. (1) Reactant: C(OC(=O)[NH:7][C:8]1[CH:13]=[CH:12][C:11]([I:14])=[CH:10][C:9]=1[NH2:15])(C)(C)C.CC1(C)O[C:22](=[O:24])[CH:21]=[C:20]([C:25]2[S:26][CH:27]=[CH:28][CH:29]=2)O1.C(O)(C(F)(F)F)=O. The catalyst class is: 2. Product: [I:14][C:11]1[CH:12]=[CH:13][C:8]2[N:7]=[C:20]([C:25]3[S:26][CH:27]=[CH:28][CH:29]=3)[CH2:21][C:22](=[O:24])[NH:15][C:9]=2[CH:10]=1. (2) Reactant: N[C:2]1[N:10]=[C:9]2[C:5]([NH:6][CH:7]=[N:8]2)=[C:4]([Cl:11])[N:3]=1.[F:12][B-](F)(F)F.[H+].N([O-])=O.[Na+].[OH-].[Na+]. Product: [F:12][C:2]1[N:10]=[C:9]2[C:5]([NH:6][CH:7]=[N:8]2)=[C:4]([Cl:11])[N:3]=1. The catalyst class is: 6. (3) Reactant: C(O)(C(F)(F)F)=O.[Cl:8][C:9]1[CH:10]=[C:11]([CH:15]([O:29][CH2:30][C:31]([NH:33][CH2:34][CH3:35])=[O:32])[C@@H:16]2[CH2:21][CH2:20][CH2:19][N:18](C(OC(C)(C)C)=O)[CH2:17]2)[CH:12]=[CH:13][CH:14]=1. Product: [Cl:8][C:9]1[CH:10]=[C:11]([CH:15]([C@@H:16]2[CH2:21][CH2:20][CH2:19][NH:18][CH2:17]2)[O:29][CH2:30][C:31]([NH:33][CH2:34][CH3:35])=[O:32])[CH:12]=[CH:13][CH:14]=1. The catalyst class is: 2. (4) Reactant: [CH3:1][N:2]([CH3:37])[CH2:3][C:4]#[C:5][C:6]1[CH:7]=[C:8]([NH:16][C:17]2[N:18]=[CH:19][C:20]3[CH2:21][C:22](=[O:36])[NH:23][C:24]4[CH:31]=[C:30]([C:32]([F:35])([F:34])[F:33])[CH:29]=[CH:28][C:25]=4[C:26]=3[N:27]=2)[C:9]([C:12]([F:15])([F:14])[F:13])=[N:10][CH:11]=1.CCO. Product: [CH3:37][N:2]([CH3:1])[CH2:3][CH2:4][CH2:5][C:6]1[CH:7]=[C:8]([NH:16][C:17]2[N:18]=[CH:19][C:20]3[CH2:21][C:22](=[O:36])[NH:23][C:24]4[CH:31]=[C:30]([C:32]([F:34])([F:33])[F:35])[CH:29]=[CH:28][C:25]=4[C:26]=3[N:27]=2)[C:9]([C:12]([F:15])([F:14])[F:13])=[N:10][CH:11]=1. The catalyst class is: 814. (5) Reactant: C1(C)C=CC(S(O)(=O)=O)=CC=1.[CH2:12]([O:19][CH2:20][CH2:21][NH2:22])[C:13]1[CH:18]=[CH:17][CH:16]=[CH:15][CH:14]=1.C(N(CC)CC)C.Cl[C:31]1[N:36]=[C:35]([O:37][CH3:38])[C:34]([N+:39]([O-:41])=[O:40])=[C:33]([O:42][CH3:43])[N:32]=1. Product: [CH2:12]([O:19][CH2:20][CH2:21][NH:22][C:31]1[N:32]=[C:33]([O:42][CH3:43])[C:34]([N+:39]([O-:41])=[O:40])=[C:35]([O:37][CH3:38])[N:36]=1)[C:13]1[CH:18]=[CH:17][CH:16]=[CH:15][CH:14]=1. The catalyst class is: 9. (6) Reactant: [C:1](Cl)(=[O:4])[CH:2]=[CH2:3].[CH3:6][N:7]([CH3:37])[CH:8]1[CH2:11][N:10]([C:12]2[CH:17]=[C:16]([O:18][CH3:19])[C:15]([NH:20][C:21]3[N:26]=[C:25]([C:27]4[CH:28]=[N:29][N:30]5[CH:35]=[CH:34][CH:33]=[CH:32][C:31]=45)[CH:24]=[CH:23][N:22]=3)=[CH:14][C:13]=2[NH2:36])[CH2:9]1. Product: [CH3:37][N:7]([CH3:6])[CH:8]1[CH2:9][N:10]([C:12]2[CH:17]=[C:16]([O:18][CH3:19])[C:15]([NH:20][C:21]3[N:26]=[C:25]([C:27]4[CH:28]=[N:29][N:30]5[CH:35]=[CH:34][CH:33]=[CH:32][C:31]=45)[CH:24]=[CH:23][N:22]=3)=[CH:14][C:13]=2[NH:36][C:1](=[O:4])[CH:2]=[CH2:3])[CH2:11]1. The catalyst class is: 512.